Dataset: Forward reaction prediction with 1.9M reactions from USPTO patents (1976-2016). Task: Predict the product of the given reaction. (1) Given the reactants [C:1]([NH:4][C:5]1[C:6]([Cl:15])=[CH:7][C:8]([Cl:14])=[C:9]([CH:13]=1)[C:10]([OH:12])=[O:11])(=[O:3])[CH3:2].OS(O)(=O)=O.[N+:21]([O-])([OH:23])=[O:22], predict the reaction product. The product is: [C:1]([NH:4][C:5]1[C:13]([N+:21]([O-:23])=[O:22])=[C:9]([C:8]([Cl:14])=[CH:7][C:6]=1[Cl:15])[C:10]([OH:12])=[O:11])(=[O:3])[CH3:2]. (2) The product is: [Cl:8][C:4]1[CH:3]=[C:2]([CH:7]=[CH:6][CH:5]=1)[C:23]([C@@H:25]1[CH2:30][CH2:29][CH2:28][N:27]([C:31]([O:33][C:34]([CH3:37])([CH3:36])[CH3:35])=[O:32])[CH2:26]1)=[O:24]. Given the reactants Br[C:2]1[CH:7]=[CH:6][CH:5]=[C:4]([Cl:8])[CH:3]=1.[Li]CCCC.CCCCCC.CON(C)[C:23]([C@@H:25]1[CH2:30][CH2:29][CH2:28][N:27]([C:31]([O:33][C:34]([CH3:37])([CH3:36])[CH3:35])=[O:32])[CH2:26]1)=[O:24], predict the reaction product. (3) Given the reactants [NH2:1][C:2]1[C:7](=[O:8])[N:6]2[CH2:9][CH2:10][CH2:11][N:12]([CH2:13][CH:14]([OH:19])[CH2:15][CH:16]([CH3:18])[CH3:17])[C:5]2=[N:4][C:3]=1[C:20]1[CH:25]=[CH:24][N:23]=[CH:22][CH:21]=1.[Cl:26][C:27]1[CH:34]=[CH:33][CH:32]=[C:31]([Cl:35])[C:28]=1[CH:29]=O.[BH-](OC(C)=O)(OC(C)=O)OC(C)=O.[Na+], predict the reaction product. The product is: [Cl:26][C:27]1[CH:34]=[CH:33][CH:32]=[C:31]([Cl:35])[C:28]=1[CH2:29][NH:1][C:2]1[C:7](=[O:8])[N:6]2[CH2:9][CH2:10][CH2:11][N:12]([CH2:13][CH:14]([OH:19])[CH2:15][CH:16]([CH3:18])[CH3:17])[C:5]2=[N:4][C:3]=1[C:20]1[CH:25]=[CH:24][N:23]=[CH:22][CH:21]=1.